From a dataset of NCI-60 drug combinations with 297,098 pairs across 59 cell lines. Regression. Given two drug SMILES strings and cell line genomic features, predict the synergy score measuring deviation from expected non-interaction effect. Drug 1: CC1=C2C(C(=O)C3(C(CC4C(C3C(C(C2(C)C)(CC1OC(=O)C(C(C5=CC=CC=C5)NC(=O)C6=CC=CC=C6)O)O)OC(=O)C7=CC=CC=C7)(CO4)OC(=O)C)O)C)OC(=O)C. Drug 2: C#CCC(CC1=CN=C2C(=N1)C(=NC(=N2)N)N)C3=CC=C(C=C3)C(=O)NC(CCC(=O)O)C(=O)O. Cell line: A498. Synergy scores: CSS=30.3, Synergy_ZIP=-0.142, Synergy_Bliss=-2.33, Synergy_Loewe=-21.1, Synergy_HSA=-3.06.